From a dataset of Peptide-MHC class II binding affinity with 134,281 pairs from IEDB. Regression. Given a peptide amino acid sequence and an MHC pseudo amino acid sequence, predict their binding affinity value. This is MHC class II binding data. (1) The peptide sequence is TLGSTSADEVQRMMA. The MHC is HLA-DQA10301-DQB10302 with pseudo-sequence HLA-DQA10301-DQB10302. The binding affinity (normalized) is 0.400. (2) The peptide sequence is SINYRTEIDKPCQHH. The MHC is HLA-DQA10301-DQB10302 with pseudo-sequence HLA-DQA10301-DQB10302. The binding affinity (normalized) is 0.0141. (3) The peptide sequence is AYCLWMMLLISQAEAALELIT. The MHC is DRB1_0701 with pseudo-sequence DRB1_0701. The binding affinity (normalized) is 0. (4) The peptide sequence is QVPLVQQQQYLGQQQP. The MHC is DRB1_1302 with pseudo-sequence DRB1_1302. The binding affinity (normalized) is 0.488. (5) The peptide sequence is RRDLESGKLKRNFQK. The MHC is DRB1_0101 with pseudo-sequence DRB1_0101. The binding affinity (normalized) is 0. (6) The peptide sequence is DVEMTKEASREYEDK. The MHC is DRB1_1101 with pseudo-sequence DRB1_1101. The binding affinity (normalized) is 0.239.